From a dataset of Full USPTO retrosynthesis dataset with 1.9M reactions from patents (1976-2016). Predict the reactants needed to synthesize the given product. (1) Given the product [CH2:1]([NH:7][C:8]([N:10]1[C:18]2[C:13](=[N:14][CH:15]=[CH:16][CH:17]=2)[N:12]([CH3:22])[C:11]1=[O:19])=[O:9])[CH2:2][CH2:3][CH2:4][CH2:5][CH3:6], predict the reactants needed to synthesize it. The reactants are: [CH2:1]([NH:7][C:8]([N:10]1[C:18]2[C:13](=[N:14][CH:15]=[CH:16][CH:17]=2)[NH:12][C:11]1=[O:19])=[O:9])[CH2:2][CH2:3][CH2:4][CH2:5][CH3:6].IC.[C:22](=O)([O-])[O-].[Cs+].[Cs+]. (2) Given the product [O:18]([C:25]1[CH:26]=[CH:27][C:28]([NH:31][C:32](=[O:33])[O:17][C:13]2[CH:12]=[C:11]3[C:16](=[CH:15][CH:14]=2)[N:8]([CH2:1][C:2]2[CH:3]=[CH:4][CH:5]=[CH:6][CH:7]=2)[CH2:9][CH2:10]3)=[CH:29][CH:30]=1)[C:19]1[CH:20]=[CH:21][CH:22]=[CH:23][CH:24]=1, predict the reactants needed to synthesize it. The reactants are: [CH2:1]([N:8]1[C:16]2[C:11](=[CH:12][C:13]([OH:17])=[CH:14][CH:15]=2)[CH2:10][CH2:9]1)[C:2]1[CH:7]=[CH:6][CH:5]=[CH:4][CH:3]=1.[O:18]([C:25]1[CH:30]=[CH:29][C:28]([N:31]=[C:32]=[O:33])=[CH:27][CH:26]=1)[C:19]1[CH:24]=[CH:23][CH:22]=[CH:21][CH:20]=1. (3) Given the product [Br:20][C:8]1[N:9]=[C:5]([C:3]([O:26][CH3:27])=[O:4])[N:6]([CH3:10])[CH:7]=1, predict the reactants needed to synthesize it. The reactants are: ClC(Cl)(Cl)[C:3]([C:5]1[N:6]([CH3:10])[CH:7]=[CH:8][N:9]=1)=[O:4].C1C(=O)N([Br:20])C(=O)C1.[H-].[Na+].C1[CH2:27][O:26]CC1. (4) Given the product [CH3:27][C:25]1([CH2:28][O:10][C:7]2[CH:6]=[CH:5][C:4]([O:3][C:2]([F:11])([F:12])[F:1])=[CH:9][CH:8]=2)[O:26][C:16]2=[N:20][C:19]([N+:21]([O-:23])=[O:22])=[CH:18][N:17]2[CH2:24]1, predict the reactants needed to synthesize it. The reactants are: [F:1][C:2]([F:12])([F:11])[O:3][C:4]1[CH:9]=[CH:8][C:7]([OH:10])=[CH:6][CH:5]=1.[H-].[Na+].Cl[C:16]1[N:17]([CH2:24][C:25]2([CH3:28])[CH2:27][O:26]2)[CH:18]=[C:19]([N+:21]([O-:23])=[O:22])[N:20]=1. (5) Given the product [N:4]([C:5]1[CH:13]=[CH:12][C:8]([C:9]([OH:11])=[O:10])=[C:7]([Cl:14])[CH:6]=1)=[C:1]=[S:3], predict the reactants needed to synthesize it. The reactants are: [C:1](=[S:3])=S.[NH2:4][C:5]1[CH:13]=[CH:12][C:8]([C:9]([OH:11])=[O:10])=[C:7]([Cl:14])[CH:6]=1.C(N(CC)CC)C.II.Cl.S([O-])([O-])=O.[Na+].[Na+].C(=O)([O-])O.[Na+].